From a dataset of Forward reaction prediction with 1.9M reactions from USPTO patents (1976-2016). Predict the product of the given reaction. (1) Given the reactants [Br:1][C:2]1[CH:3]=[N:4][C:5]2[N:6]([N:8]=[C:9]([C:11]([OH:13])=O)[CH:10]=2)[CH:7]=1.[Br:14][C:15]1[NH:23][C:22]2[CH2:21][CH2:20][NH:19][N:18]([CH3:24])[C:17]=2[CH:16]=1, predict the reaction product. The product is: [Br:14][C:15]1[NH:23][C:22]2[CH2:21][CH2:20][N:19]([C:11]([C:9]3[CH:10]=[C:5]4[N:4]=[CH:3][C:2]([Br:1])=[CH:7][N:6]4[N:8]=3)=[O:13])[N:18]([CH3:24])[C:17]=2[CH:16]=1. (2) Given the reactants P(Cl)(Cl)([Cl:3])=O.[Br:6][C:7]1[C:8]([N+]([O-])=O)=[CH:9][C:10]([CH3:14])=[N+:11]([O-:13])[CH:12]=1.[OH-].[Na+], predict the reaction product. The product is: [Br:6][C:7]1[C:8]([Cl:3])=[CH:9][C:10]([CH3:14])=[N+:11]([O-:13])[CH:12]=1. (3) Given the reactants [CH:1]1([NH:6][C:7]2[CH:12]=[CH:11][C:10]([C@H:13]3[C@@H:18]([C:19](O)=[O:20])[CH2:17][CH2:16][CH2:15][N:14]3[C:22](=[O:31])[C:23]3[C:28]([CH3:29])=[CH:27][CH:26]=[CH:25][C:24]=3[F:30])=[CH:9][CH:8]=2)[CH2:5][CH2:4][CH2:3][CH2:2]1.[CH3:32][C:33]1[CH:39]=[CH:38][C:36]([NH2:37])=[CH:35][C:34]=1[C:40]([F:43])([F:42])[F:41].CN1CCOCC1.CN(C(ON1N=NC2C=CC=NC1=2)=[N+](C)C)C.F[P-](F)(F)(F)(F)F, predict the reaction product. The product is: [CH:1]1([NH:6][C:7]2[CH:8]=[CH:9][C:10]([C@H:13]3[C@@H:18]([C:19]([NH:37][C:36]4[CH:38]=[CH:39][C:33]([CH3:32])=[C:34]([C:40]([F:41])([F:42])[F:43])[CH:35]=4)=[O:20])[CH2:17][CH2:16][CH2:15][N:14]3[C:22](=[O:31])[C:23]3[C:28]([CH3:29])=[CH:27][CH:26]=[CH:25][C:24]=3[F:30])=[CH:11][CH:12]=2)[CH2:2][CH2:3][CH2:4][CH2:5]1. (4) Given the reactants C[N:2]1[CH:9]=[CH:8][C:6](=[O:7])[N:5](C)[C:3]1=O.[O-]CC.[Na+].[NH:15]1[C:19](N)=[CH:18]C=N1, predict the reaction product. The product is: [N:15]1[N:2]2[CH:9]=[CH:8][C:6](=[O:7])[NH:5][C:3]2=[CH:18][CH:19]=1.